Task: Regression/Classification. Given a drug SMILES string, predict its absorption, distribution, metabolism, or excretion properties. Task type varies by dataset: regression for continuous measurements (e.g., permeability, clearance, half-life) or binary classification for categorical outcomes (e.g., BBB penetration, CYP inhibition). For this dataset (lipophilicity_astrazeneca), we predict Y.. Dataset: Experimental lipophilicity measurements (octanol/water distribution) for 4,200 compounds from AstraZeneca (1) The drug is Cc1cc(C)c(C(=O)N[C@@H](Cc2ccc(OCCCNc3ccccn3)cc2)C(=O)O)c(C)c1. The Y is 0.490 logD. (2) The drug is Cn1ncc2c(=O)[nH]c(-c3ccccc3)nc21. The Y is 1.61 logD. (3) The molecule is Nc1nc(Nc2ccc(F)c(Cl)c2)c2nc[nH]c2n1. The Y is 2.75 logD. (4) The compound is Cc1nc2ccccc2n1Cc1sc2c(c1C(=O)N1CC[C@@H](O)C1)c(=O)n(C)c(=O)n2CC(C)C. The Y is 1.34 logD. (5) The molecule is CCC(CC)CNC(=O)c1ccc2c(c1)c(Cc1ccc(C(=O)NS(=O)(=O)c3ccccc3C)cc1OC)cn2C. The Y is 2.70 logD. (6) The molecule is CC(O)(C(=O)Nc1ccc(S(=O)(=O)c2ccc(F)cc2)cc1)C(F)(F)F. The Y is 3.12 logD. (7) The drug is CC(C)(C)NS(=O)(=O)c1cncc(-c2ccc3nc(NC(=O)NCC(=O)N4CCCC4)nn3c2)c1. The Y is 1.37 logD. (8) The compound is CC(C)N1CCN(Cc2cnc(-c3ccc(C(=O)Nc4ccccc4N)cc3)c(Cl)c2)CC1. The Y is 1.68 logD.